Dataset: Peptide-MHC class I binding affinity with 185,985 pairs from IEDB/IMGT. Task: Regression. Given a peptide amino acid sequence and an MHC pseudo amino acid sequence, predict their binding affinity value. This is MHC class I binding data. (1) The peptide sequence is SQFNHWFGE. The MHC is HLA-A26:01 with pseudo-sequence HLA-A26:01. The binding affinity (normalized) is 0.0847. (2) The peptide sequence is WMVRILIGF. The MHC is HLA-A23:01 with pseudo-sequence HLA-A23:01. The binding affinity (normalized) is 0.323. (3) The peptide sequence is STIPPSRDM. The MHC is Mamu-A02 with pseudo-sequence Mamu-A02. The binding affinity (normalized) is 0.783. (4) The peptide sequence is STTVKAACWW. The MHC is HLA-B07:02 with pseudo-sequence HLA-B07:02. The binding affinity (normalized) is 0.